The task is: Predict which catalyst facilitates the given reaction.. This data is from Catalyst prediction with 721,799 reactions and 888 catalyst types from USPTO. (1) Reactant: Br[C:2]1[CH:3]=[C:4]([NH:10][C@@H:11]2[CH2:16][CH2:15][O:14][CH2:13][C@@H:12]2[NH:17][C:18](=[O:24])[O:19][C:20]([CH3:23])([CH3:22])[CH3:21])[CH:5]=[N:6][C:7]=1[C:8]#[N:9].Cl.[CH3:26][C:27]1[CH:31]=[C:30]([NH2:32])[S:29][N:28]=1.CC1(C)C2C(=C(P(C3C=CC=CC=3)C3C=CC=CC=3)C=CC=2)OC2C(P(C3C=CC=CC=3)C3C=CC=CC=3)=CC=CC1=2.C([O-])([O-])=O.[Cs+].[Cs+]. Product: [C:8]([C:7]1[N:6]=[CH:5][C:4]([NH:10][C@@H:11]2[CH2:16][CH2:15][O:14][CH2:13][C@@H:12]2[NH:17][C:18](=[O:24])[O:19][C:20]([CH3:23])([CH3:22])[CH3:21])=[CH:3][C:2]=1[NH:32][C:30]1[S:29][N:28]=[C:27]([CH3:26])[CH:31]=1)#[N:9]. The catalyst class is: 62. (2) Reactant: [N:1]1([C:6]2[CH:26]=[CH:25][C:9]([CH2:10][C:11]3[C:12]([CH2:23][CH3:24])=[N:13][C:14]4[C:19]([C:20]=3O)=[CH:18][C:17]([Br:22])=[CH:16][CH:15]=4)=[CH:8][CH:7]=2)[CH:5]=[CH:4][CH:3]=[N:2]1.P(Cl)(Cl)([Cl:29])=O. Product: [N:1]1([C:6]2[CH:26]=[CH:25][C:9]([CH2:10][C:11]3[C:12]([CH2:23][CH3:24])=[N:13][C:14]4[C:19]([C:20]=3[Cl:29])=[CH:18][C:17]([Br:22])=[CH:16][CH:15]=4)=[CH:8][CH:7]=2)[CH:5]=[CH:4][CH:3]=[N:2]1. The catalyst class is: 10. (3) Reactant: [CH3:1][C:2]1[N:6]=[C:5]([CH3:7])[S:4][C:3]=1/[CH:8]=[CH:9]/[C:10](N(C)C)=O.[NH:15]([C:19]1[CH:20]=[C:21]([CH:27]=[CH:28][CH:29]=1)[CH2:22][NH:23]C(=O)C)[C:16]([NH2:18])=[NH:17]. Product: [NH2:23][CH2:22][C:21]1[CH:20]=[C:19]([NH:15][C:16]2[N:17]=[C:8]([C:3]3[S:4][C:5]([CH3:7])=[N:6][C:2]=3[CH3:1])[CH:9]=[CH:10][N:18]=2)[CH:29]=[CH:28][CH:27]=1. The catalyst class is: 23. (4) Reactant: [F:1][C:2]1[CH:3]=[C:4]([C@H:8]2[CH2:12][C@@H:11]([OH:13])[CH2:10][N:9]2C(OC(C)(C)C)=O)[CH:5]=[CH:6][CH:7]=1.C(O)(C(F)(F)F)=O. Product: [F:1][C:2]1[CH:3]=[C:4]([C@@H:8]2[NH:9][CH2:10][C@H:11]([OH:13])[CH2:12]2)[CH:5]=[CH:6][CH:7]=1. The catalyst class is: 2.